Dataset: Forward reaction prediction with 1.9M reactions from USPTO patents (1976-2016). Task: Predict the product of the given reaction. (1) Given the reactants I[C:2]1[S:3][CH:4]=[CH:5][CH:6]=1.[F:7][C:8]1[CH:13]=[CH:12][C:11](B(O)O)=[CH:10][CH:9]=1.C(=O)([O-])[O-].[K+].[K+], predict the reaction product. The product is: [F:7][C:8]1[CH:13]=[CH:12][C:11]([C:2]2[S:3][CH:4]=[CH:5][CH:6]=2)=[CH:10][CH:9]=1. (2) Given the reactants Cl[C:2]1[N:7]=[CH:6][CH:5]=[CH:4][N:3]=1.[CH2:8]([O:10][C:11](=[O:30])[C@H:12]([CH2:23][CH2:24][C:25]([O:27][CH2:28][CH3:29])=[O:26])[NH:13][C:14](=[O:22])[C:15]1[CH:20]=[CH:19][C:18]([NH2:21])=[CH:17][CH:16]=1)[CH3:9], predict the reaction product. The product is: [CH2:8]([O:10][C:11](=[O:30])[CH:12]([NH:13][C:14](=[O:22])[C:15]1[CH:20]=[CH:19][C:18]([NH:21][C:2]2[N:7]=[CH:6][CH:5]=[CH:4][N:3]=2)=[CH:17][CH:16]=1)[CH2:23][CH2:24][C:25]([O:27][CH2:28][CH3:29])=[O:26])[CH3:9]. (3) Given the reactants C(O[C:4]([C:6]1[CH:11]=[C:10]([C:12]2[CH:17]=[C:16]([F:18])[CH:15]=[C:14]([F:19])[CH:13]=2)[CH:9]=[C:8]([CH3:20])[N:7]=1)=[O:5])C.[F:21][C:22]1[S:26][C:25]([NH2:27])=[N:24][C:23]=1[CH3:28], predict the reaction product. The product is: [F:21][C:22]1[S:26][C:25]([NH:27][C:4]([C:6]2[CH:11]=[C:10]([C:12]3[CH:13]=[C:14]([F:19])[CH:15]=[C:16]([F:18])[CH:17]=3)[CH:9]=[C:8]([CH3:20])[N:7]=2)=[O:5])=[N:24][C:23]=1[CH3:28].